Dataset: Forward reaction prediction with 1.9M reactions from USPTO patents (1976-2016). Task: Predict the product of the given reaction. (1) Given the reactants Br[C:2]1[CH:7]=[CH:6][C:5]([C:8]2[CH:12]=[C:11]([CH2:13][N:14]3[CH:19]=[C:18]4[N:20]=[C:21]([C:23]5[CH:28]=[CH:27][CH:26]=[C:25]([F:29])[C:24]=5[F:30])[N:22]=[C:17]4[CH:16]=[N:15]3)[O:10][N:9]=2)=[C:4]([C:31]([F:34])([F:33])[F:32])[CH:3]=1.[Br-].[CH2:36]([Zn+])[CH:37]([CH3:39])[CH3:38], predict the reaction product. The product is: [F:30][C:24]1[C:25]([F:29])=[CH:26][CH:27]=[CH:28][C:23]=1[C:21]1[N:22]=[C:17]2[CH:16]=[N:15][N:14]([CH2:13][C:11]3[O:10][N:9]=[C:8]([C:5]4[CH:6]=[CH:7][C:2]([CH2:36][CH:37]([CH3:39])[CH3:38])=[CH:3][C:4]=4[C:31]([F:34])([F:33])[F:32])[CH:12]=3)[CH:19]=[C:18]2[N:20]=1. (2) Given the reactants CC1(C)C(C)(C)OB([C:9]2[CH:10]=[C:11]3[N:17]=[CH:16][S:15][C:12]3=[N:13][CH:14]=2)O1.[OH:19]OS([O-])=O.[K+].Cl, predict the reaction product. The product is: [N:17]1[C:11]2[C:12](=[N:13][CH:14]=[C:9]([OH:19])[CH:10]=2)[S:15][CH:16]=1. (3) The product is: [F:1][C:2]1[C:3]([O:15][CH3:16])=[CH:4][C:5]([OH:11])=[C:6]([C:8](=[O:10])[CH3:9])[CH:7]=1. Given the reactants [F:1][C:2]1[C:3]([O:15][CH3:16])=[CH:4][C:5]([O:11]COC)=[C:6]([C:8](=[O:10])[CH3:9])[CH:7]=1.C(O)(C(F)(F)F)=O, predict the reaction product. (4) Given the reactants [F:1][CH:2]([F:27])[CH2:3][N:4]1[C:8]([C:9]2[CH:10]=[CH:11][C:12]3[N:13]([C:15]([C:18]#[N:19])=[CH:16][N:17]=3)[N:14]=2)=[C:7]([C:20]2[CH:25]=[CH:24][C:23]([F:26])=[CH:22][CH:21]=2)[N:6]=[CH:5]1.Cl.[NH2:29][OH:30], predict the reaction product. The product is: [F:27][CH:2]([F:1])[CH2:3][N:4]1[C:8]([C:9]2[CH:10]=[CH:11][C:12]3[N:13]([C:15]([C:18](=[NH:19])[NH:29][OH:30])=[CH:16][N:17]=3)[N:14]=2)=[C:7]([C:20]2[CH:25]=[CH:24][C:23]([F:26])=[CH:22][CH:21]=2)[N:6]=[CH:5]1. (5) Given the reactants [F:1][C:2]1[CH:7]=[CH:6][C:5]([C:8]2[C:12]3=[N:13][CH:14]=[CH:15][CH:16]=[C:11]3[N:10]([OH:17])[C:9]=2[C:18]2[CH:23]=[CH:22][N:21]=[CH:20][CH:19]=2)=[CH:4][CH:3]=1.Cl.Cl[CH2:26][CH2:27][N:28]1[CH2:33][CH2:32][CH2:31][CH2:30][CH2:29]1.[H-].[Na+], predict the reaction product. The product is: [F:1][C:2]1[CH:3]=[CH:4][C:5]([C:8]2[C:12]3=[N:13][CH:14]=[CH:15][CH:16]=[C:11]3[N:10]([O:17][CH2:26][CH2:27][N:28]3[CH2:33][CH2:32][CH2:31][CH2:30][CH2:29]3)[C:9]=2[C:18]2[CH:19]=[CH:20][N:21]=[CH:22][CH:23]=2)=[CH:6][CH:7]=1.